This data is from Full USPTO retrosynthesis dataset with 1.9M reactions from patents (1976-2016). The task is: Predict the reactants needed to synthesize the given product. The reactants are: [CH3:1][C:2]1[S:3][C:4]([CH3:8])=[C:5]([CH3:7])[N:6]=1.[CH2:9]([I:13])[CH2:10][CH2:11][CH3:12]. Given the product [I-:13].[CH2:9]([N+:6]1[C:5]([CH3:7])=[C:4]([CH3:8])[S:3][C:2]=1[CH3:1])[CH2:10][CH2:11][CH3:12], predict the reactants needed to synthesize it.